Predict the product of the given reaction. From a dataset of Forward reaction prediction with 1.9M reactions from USPTO patents (1976-2016). (1) The product is: [CH:13]([O:16][C:17]([N:19]1[CH2:24][CH2:23][CH:22]([CH2:25][CH2:26][CH2:27][O:12][C:10]2[CH:9]=[CH:8][C:3]([C:4]([O:6][CH3:7])=[O:5])=[C:2]([F:1])[CH:11]=2)[CH2:21][CH2:20]1)=[O:18])([CH3:15])[CH3:14]. Given the reactants [F:1][C:2]1[CH:11]=[C:10]([OH:12])[CH:9]=[CH:8][C:3]=1[C:4]([O:6][CH3:7])=[O:5].[CH:13]([O:16][C:17]([N:19]1[CH2:24][CH2:23][CH:22]([CH2:25][CH2:26][CH2:27]O)[CH2:21][CH2:20]1)=[O:18])([CH3:15])[CH3:14], predict the reaction product. (2) Given the reactants [C:1]([C:4]1[CH:5]=[C:6]2[C:10](=[CH:11][CH:12]=1)[CH2:9][CH2:8][CH2:7]2)(=O)[CH3:2].[NH2:13][CH2:14][C:15]1[CH:20]=[CH:19][CH:18]=[CH:17][N:16]=1, predict the reaction product. The product is: [CH2:9]1[C:10]2[C:6](=[CH:5][C:4]([CH:1]([NH:13][CH2:14][C:15]3[CH:20]=[CH:19][CH:18]=[CH:17][N:16]=3)[CH3:2])=[CH:12][CH:11]=2)[CH2:7][CH2:8]1. (3) Given the reactants O.[C:2]1([CH3:12])[CH:7]=[CH:6][C:5]([S:8]([OH:11])(=[O:10])=[O:9])=[CH:4][CH:3]=1.[H][H], predict the reaction product. The product is: [CH3:12][C:2]1[CH:7]=[CH:6][C:5]([S:8]([OH:11])(=[O:10])=[O:9])=[CH:4][CH:3]=1.